This data is from Catalyst prediction with 721,799 reactions and 888 catalyst types from USPTO. The task is: Predict which catalyst facilitates the given reaction. (1) Reactant: Cl[C:2]1[C:3]2[C:4](=[CH:20][N:21](CC3C=CC(OC)=CC=3)[N:22]=2)[N:5]=[C:6]([C:8]2[CH:13]=[CH:12][CH:11]=[C:10]([C:14]3[CH:15]=[N:16][CH:17]=[CH:18][CH:19]=3)[CH:9]=2)[N:7]=1.[NH:32]1[C:40]2[C:35](=[CH:36][CH:37]=[C:38]([NH2:41])[CH:39]=2)[CH:34]=[N:33]1.Cl. Product: [NH:32]1[C:40]2[C:35](=[CH:36][CH:37]=[C:38]([NH:41][C:2]3[C:3]4[NH:22][N:21]=[CH:20][C:4]=4[N:5]=[C:6]([C:8]4[CH:13]=[CH:12][CH:11]=[C:10]([C:14]5[CH:15]=[N:16][CH:17]=[CH:18][CH:19]=5)[CH:9]=4)[N:7]=3)[CH:39]=2)[CH:34]=[N:33]1. The catalyst class is: 71. (2) Reactant: [NH2:1][C:2]1[N:6]([CH3:7])[C:5](=[O:8])[C:4]([C:18]2[CH:23]=[CH:22][CH:21]=[C:20](Br)[CH:19]=2)([C:9]2[CH:10]=[CH:11][C:12]3[O:16][CH2:15][CH2:14][C:13]=3[CH:17]=2)[N:3]=1.[CH3:25][O:26][C:27]1[CH:28]=[C:29](B(O)O)[CH:30]=[C:31]([O:33][S:34]([CH3:37])(=[O:36])=[O:35])[CH:32]=1.C(=O)([O-])[O-].[K+].[K+]. Product: [CH3:37][S:34]([O:33][C:31]1[CH:30]=[C:29]([C:20]2[CH:21]=[CH:22][CH:23]=[C:18]([C:4]3([C:9]4[CH:10]=[CH:11][C:12]5[O:16][CH2:15][CH2:14][C:13]=5[CH:17]=4)[C:5](=[O:8])[N:6]([CH3:7])[C:2]([NH2:1])=[N:3]3)[CH:19]=2)[CH:28]=[C:27]([O:26][CH3:25])[CH:32]=1)(=[O:36])=[O:35]. The catalyst class is: 7.